Predict the reactants needed to synthesize the given product. From a dataset of Full USPTO retrosynthesis dataset with 1.9M reactions from patents (1976-2016). (1) The reactants are: Br[CH:2]([C:16]1[CH:21]=[CH:20][C:19]([Br:22])=[CH:18][CH:17]=1)[C:3]([C:5]1[CH:6]=[CH:7][C:8]2[O:13][CH2:12][C:11](=[O:14])[NH:10][C:9]=2[CH:15]=1)=O.[Br-].[SH:24][C:25]1[CH:50]=[CH:49][CH:48]=[CH:47][C:26]=1[CH2:27][P+](C1C=CC=CC=1)(C1C=CC=CC=1)C1C=CC=CC=1.CC(C)([O-])C.[K+].Cl. Given the product [Br:22][C:19]1[CH:20]=[CH:21][C:16]([CH:2]2[C:3]([C:5]3[CH:6]=[CH:7][C:8]4[O:13][CH2:12][C:11](=[O:14])[NH:10][C:9]=4[CH:15]=3)=[CH:27][C:26]3[C:25](=[CH:50][CH:49]=[CH:48][CH:47]=3)[S:24]2)=[CH:17][CH:18]=1, predict the reactants needed to synthesize it. (2) Given the product [OH:40][CH2:35][C:34]([C:31]1[CH:32]=[CH:33][C:28]([S:25]([NH:24][C:15]2[N:14]([CH3:38])[N:13]=[C:12]([O:11][CH2:10][CH2:9][OH:8])[C:16]=2[C:17]2[CH:18]=[CH:19][C:20]([CH3:23])=[CH:21][CH:22]=2)(=[O:27])=[O:26])=[CH:29][CH:30]=1)([CH3:37])[CH3:36], predict the reactants needed to synthesize it. The reactants are: BrC1C=NC([O:8][CH2:9][CH2:10][O:11][C:12]2[C:16]([C:17]3[CH:22]=[CH:21][C:20]([CH3:23])=[CH:19][CH:18]=3)=[C:15]([NH:24][S:25]([C:28]3[CH:33]=[CH:32][C:31]([C:34]([CH3:37])([CH3:36])[CH3:35])=[CH:30][CH:29]=3)(=[O:27])=[O:26])[N:14]([CH3:38])[N:13]=2)=NC=1.C[OH:40].